From a dataset of Forward reaction prediction with 1.9M reactions from USPTO patents (1976-2016). Predict the product of the given reaction. (1) Given the reactants [N+](C1C=CC([C:8]([O:10][CH2:11][CH2:12][CH2:13][CH2:14][C@H:15]([O:17][N+:18]([O-:20])=[O:19])[CH3:16])=[O:9])=CC=1)([O-])=O.N1C=CC=CC=1.C(Cl)Cl.[Cl:32][CH:33]([O:35]C(Cl)=O)[CH3:34], predict the reaction product. The product is: [C:8](=[O:9])([O:35][CH:33]([Cl:32])[CH3:34])[O:10][CH2:11][CH2:12][CH2:13][CH2:14][C@H:15]([O:17][N+:18]([O-:20])=[O:19])[CH3:16]. (2) The product is: [Cl:18][C:19]1[CH:20]=[CH:21][C:22]([OH:32])=[C:23]([C:25]2[N:1]([CH:3]3[CH2:4][N:5]([C:7]([O:9][C:10]([CH3:13])([CH3:12])[CH3:11])=[O:8])[CH2:6]3)[N:2]=[CH:27][CH:26]=2)[CH:24]=1. Given the reactants [NH:1]([CH:3]1[CH2:6][N:5]([C:7]([O:9][C:10]([CH3:13])([CH3:12])[CH3:11])=[O:8])[CH2:4]1)[NH2:2].C(O)(=O)C.[Cl:18][C:19]1[CH:20]=[CH:21][C:22]([OH:32])=[C:23]([C:25](=O)/[CH:26]=[CH:27]/N(C)C)[CH:24]=1, predict the reaction product. (3) Given the reactants [CH3:1][O:2][C:3]1[CH:4]=[C:5]2[C:10](=[CH:11][C:12]=1[O:13][CH3:14])[N:9]=[CH:8][CH:7]=[C:6]2[O:15][C:16]1[C:21]([F:22])=[CH:20][CH:19]=[CH:18][C:17]=1[CH:23]([OH:26])[CH2:24][CH3:25].O, predict the reaction product. The product is: [CH3:1][O:2][C:3]1[CH:4]=[C:5]2[C:10](=[CH:11][C:12]=1[O:13][CH3:14])[N:9]=[CH:8][CH:7]=[C:6]2[O:15][C:16]1[C:21]([F:22])=[CH:20][CH:19]=[CH:18][C:17]=1[C:23](=[O:26])[CH2:24][CH3:25]. (4) The product is: [CH3:1][N:2]1[CH2:19][CH:18]2[CH:4]([C:5]3[CH:6]=[CH:7][CH:8]=[CH:9][C:10]=3[O:11][C:12]3[CH:13]=[CH:14][C:15]([Cl:20])=[CH:16][C:17]=32)[CH2:3]1.[P:21]([O-:25])([O-:24])([O-:23])=[O:22]. Given the reactants [CH3:1][N:2]1[CH2:19][CH:18]2[CH:4]([C:5]3[CH:6]=[CH:7][CH:8]=[CH:9][C:10]=3[O:11][C:12]3[CH:13]=[CH:14][C:15]([Cl:20])=[CH:16][C:17]=32)[CH2:3]1.[P:21](=[O:25])([OH:24])([OH:23])[OH:22], predict the reaction product. (5) Given the reactants Cl[C:2]1[CH:11]=[CH:10][CH:9]=[CH:8][C:3]=1[CH2:4][CH2:5][CH:6]=[O:7].[O:12]=[C:13]([C:20]1[O:21][CH:22]=[CH:23][CH:24]=1)/[CH:14]=[CH:15]/[C:16]([O:18][CH3:19])=[O:17], predict the reaction product. The product is: [CH2:4]([C@H:5]1[C@@H:15]([C:16]([O:18][CH3:19])=[O:17])[CH:14]=[C:13]([C:20]2[O:21][CH:22]=[CH:23][CH:24]=2)[O:12][C:6]1=[O:7])[C:3]1[CH:8]=[CH:9][CH:10]=[CH:11][CH:2]=1. (6) Given the reactants [CH3:1][O:2][C:3]1[CH:22]=[CH:21][C:6]([CH2:7][C@@H:8]2[C:12]3=[N:13][C:14]4[CH:19]=[CH:18][CH:17]=[CH:16][C:15]=4[N:11]3[C:10](=[O:20])[NH:9]2)=[CH:5][CH:4]=1.Cl.[C:24]1([CH3:34])[CH:29]=[CH:28][C:27]([C:30]2([NH2:33])[CH2:32][CH2:31]2)=[CH:26][CH:25]=1.C(O)(C(F)(F)F)=O, predict the reaction product. The product is: [NH:13]1[C:14]2[CH:19]=[CH:18][CH:17]=[CH:16][C:15]=2[N:11]=[C:12]1[C@H:8]([NH:9][C:10]([NH:33][C:30]1([C:27]2[CH:28]=[CH:29][C:24]([CH3:34])=[CH:25][CH:26]=2)[CH2:31][CH2:32]1)=[O:20])[CH2:7][C:6]1[CH:21]=[CH:22][C:3]([O:2][CH3:1])=[CH:4][CH:5]=1. (7) Given the reactants [C:1]1([C:7]2[O:11][N:10]=[C:9]([C:12]3[O:16][N:15]=[C:14]([C:17]4[CH:22]=[CH:21][C:20]([CH:23]=[CH2:24])=[CH:19][CH:18]=4)[N:13]=3)[C:8]=2[CH2:25][CH2:26][CH3:27])[CH:6]=[CH:5][CH:4]=[CH:3][CH:2]=1.C1C=C(Cl)C=C(C(OO)=[O:36])C=1, predict the reaction product. The product is: [O:36]1[CH2:24][CH:23]1[C:20]1[CH:19]=[CH:18][C:17]([C:14]2[N:13]=[C:12]([C:9]3[C:8]([CH2:25][CH2:26][CH3:27])=[C:7]([C:1]4[CH:6]=[CH:5][CH:4]=[CH:3][CH:2]=4)[O:11][N:10]=3)[O:16][N:15]=2)=[CH:22][CH:21]=1. (8) Given the reactants [Cl:1][C:2]1[C:7]([S:8]([CH3:11])(=[O:10])=[O:9])=[CH:6][CH:5]=[CH:4][C:3]=1[C:12]1[CH2:13][CH2:14][N:15]([CH2:18][CH2:19][CH3:20])[CH2:16][CH:17]=1.Cl, predict the reaction product. The product is: [Cl:1][C:2]1[C:7]([S:8]([CH3:11])(=[O:10])=[O:9])=[CH:6][CH:5]=[CH:4][C:3]=1[CH:12]1[CH2:17][CH2:16][N:15]([CH2:18][CH2:19][CH3:20])[CH2:14][CH2:13]1. (9) The product is: [OH:3][N:2]=[CH:4][C:6]1[CH:11]=[CH:10][N:9]2[C:12]([C:15]3[CH:16]=[C:17]([C:21]4[CH:25]=[CH:24][S:23][C:22]=4[C:26]#[N:27])[CH:18]=[CH:19][CH:20]=3)=[CH:13][N:14]=[C:8]2[CH:7]=1. Given the reactants Cl.[NH2:2][OH:3].[CH:4]([C:6]1[CH:11]=[CH:10][N:9]2[C:12]([C:15]3[CH:16]=[C:17]([C:21]4[CH:25]=[CH:24][S:23][C:22]=4[C:26]#[N:27])[CH:18]=[CH:19][CH:20]=3)=[CH:13][N:14]=[C:8]2[CH:7]=1)=O, predict the reaction product. (10) The product is: [Cl:1][C:2]1[CH:3]=[C:4]([N:11]([CH2:38][CH:39]([CH3:41])[CH3:40])[C:12](=[O:18])[O:13][C:14]([CH3:15])([CH3:17])[CH3:16])[C:5]2[N:6]([CH:8]=[N:9][N:10]=2)[N:7]=1. Given the reactants [Cl:1][C:2]1[CH:3]=[C:4]([NH:11][C:12](=[O:18])[O:13][C:14]([CH3:17])([CH3:16])[CH3:15])[C:5]2[N:6]([CH:8]=[N:9][N:10]=2)[N:7]=1.C1(P(C2C=CC=CC=2)C2C=CC=CC=2)C=CC=CC=1.[CH2:38](O)[CH:39]([CH3:41])[CH3:40].N(C(OC(C)C)=O)=NC(OC(C)C)=O, predict the reaction product.